Dataset: Forward reaction prediction with 1.9M reactions from USPTO patents (1976-2016). Task: Predict the product of the given reaction. (1) The product is: [C:1]1([N:7]([CH:11]2[C:20]3[C:15](=[CH:16][CH:17]=[CH:18][CH:19]=3)[NH:14][CH2:13][CH2:12]2)[C:8](=[O:10])[CH3:9])[CH:2]=[CH:3][CH:4]=[CH:5][CH:6]=1. Given the reactants [C:1]1([N:7]([C:11]2[C:20]3[C:15](=[CH:16][CH:17]=[CH:18][CH:19]=3)[N:14]=[CH:13][CH:12]=2)[C:8](=[O:10])[CH3:9])[CH:6]=[CH:5][CH:4]=[CH:3][CH:2]=1.[BH4-].[Na+], predict the reaction product. (2) The product is: [OH:34][CH2:33][C:23]1[CH2:22][CH2:21][C:20](=[O:19])[N:25]([CH2:26][CH2:27][CH2:28][C:29]([F:32])([F:30])[F:31])[N:24]=1. Given the reactants FC1C=C(F)C=CC=1CN1C(=O)C=CC(CO)=N1.[O:19]=[C:20]1[N:25]([CH2:26][CH2:27][CH2:28][C:29]([F:32])([F:31])[F:30])[N:24]=[C:23]([C:33](OC)=[O:34])[CH2:22][CH2:21]1.[BH4-].[Na+], predict the reaction product. (3) Given the reactants [N:1]1[CH:6]=[CH:5][CH:4]=[N:3][C:2]=1[C:7]1[CH:12]=[CH:11][C:10]([C:13]#[C:14][CH:15]=[O:16])=[CH:9][CH:8]=1.CCCC[N+](CCCC)(CCCC)CCCC.[FH:34].F.[F-], predict the reaction product. The product is: [F:34]/[C:13](/[C:10]1[CH:11]=[CH:12][C:7]([C:2]2[N:3]=[CH:4][CH:5]=[CH:6][N:1]=2)=[CH:8][CH:9]=1)=[CH:14]\[CH:15]=[O:16]. (4) Given the reactants [CH2:1]([O:8][C:9]1[C:10]([C:29]([OH:31])=O)=[N:11][C:12]([CH2:16][C:17]2[CH:22]=[CH:21][CH:20]=[CH:19][C:18]=2[C:23]2[CH:28]=[CH:27][CH:26]=[CH:25][CH:24]=2)=[N:13][C:14]=1[OH:15])[C:2]1[CH:7]=[CH:6][CH:5]=[CH:4][CH:3]=1.[Si:32]([O:39][CH2:40][CH2:41][NH:42][CH3:43])([C:35]([CH3:38])([CH3:37])[CH3:36])([CH3:34])[CH3:33].O=P(Cl)(Cl)Cl.O, predict the reaction product. The product is: [Si:32]([O:39][CH2:40][CH2:41][N:42]([CH3:43])[C:29]([C:10]1[C:9]([O:8][CH2:1][C:2]2[CH:3]=[CH:4][CH:5]=[CH:6][CH:7]=2)=[C:14]([OH:15])[N:13]=[C:12]([CH2:16][C:17]2[CH:22]=[CH:21][CH:20]=[CH:19][C:18]=2[C:23]2[CH:24]=[CH:25][CH:26]=[CH:27][CH:28]=2)[N:11]=1)=[O:31])([C:35]([CH3:38])([CH3:37])[CH3:36])([CH3:33])[CH3:34]. (5) Given the reactants O[CH2:2][C:3]1[CH:8]=[C:7]([CH3:9])[CH:6]=[CH:5][C:4]=1[N:10]([CH3:15])[S:11]([CH3:14])(=[O:13])=[O:12].C(Cl)(Cl)[Cl:17].S(Cl)(Cl)=O, predict the reaction product. The product is: [Cl:17][CH2:2][C:3]1[CH:8]=[C:7]([CH3:9])[CH:6]=[CH:5][C:4]=1[N:10]([CH3:15])[S:11]([CH3:14])(=[O:13])=[O:12]. (6) Given the reactants [F:1][C:2]([F:20])([F:19])[C:3](O)=[CH:4][C:5]([C:7]1[CH:17]=[CH:16][C:10]2[O:11][CH2:12][C:13](=[O:15])[NH:14][C:9]=2[CH:8]=1)=O.Cl.[C:22]1([CH3:30])[CH:27]=[CH:26][C:25]([NH:28][NH2:29])=[CH:24][CH:23]=1, predict the reaction product. The product is: [C:22]1([CH3:30])[CH:27]=[CH:26][C:25]([N:28]2[C:5]([C:7]3[CH:17]=[CH:16][C:10]4[O:11][CH2:12][C:13](=[O:15])[NH:14][C:9]=4[CH:8]=3)=[CH:4][C:3]([C:2]([F:20])([F:19])[F:1])=[N:29]2)=[CH:24][CH:23]=1.